Dataset: Reaction yield outcomes from USPTO patents with 853,638 reactions. Task: Predict the reaction yield, written as a fraction of the theoretical maximum amount of product (1.0 means a 100% yield; for example, 0.34 means a 34% yield). (1) The reactants are [N:1]1[CH:6]=[CH:5][CH:4]=[CH:3][C:2]=1[C:7]([OH:9])=O.CCN=C=NCCCN(C)C.C1C=CC2N(O)N=NC=2C=1.[NH2:31][CH2:32][CH:33]([OH:45])[CH2:34][N:35]1[CH2:44][CH2:43][C:42]2[C:37](=[CH:38][CH:39]=[CH:40][CH:41]=2)[CH2:36]1. The catalyst is C(Cl)Cl. The product is [CH2:36]1[C:37]2[C:42](=[CH:41][CH:40]=[CH:39][CH:38]=2)[CH2:43][CH2:44][N:35]1[CH2:34][CH:33]([OH:45])[CH2:32][NH:31][C:7](=[O:9])[C:2]1[CH:3]=[CH:4][CH:5]=[CH:6][N:1]=1. The yield is 0.269. (2) The reactants are COC1C=CC(C[NH:8][C:9]2[CH:14]=[C:13]([N+:15]([O-:17])=[O:16])[CH:12]=[CH:11][N:10]=2)=CC=1.C1(OC)C=CC=CC=1. The catalyst is FC(F)(F)C(O)=O.[OH-].[Na+]. The product is [N+:15]([C:13]1[CH:12]=[CH:11][N:10]=[C:9]([NH2:8])[CH:14]=1)([O-:17])=[O:16]. The yield is 0.670. (3) The reactants are F[C:2]1[CH:30]=[CH:29][C:5]([C:6]([NH:8][C:9]2[S:13][C:12]([N:14]([CH3:25])[C:15]3[CH:16]=[C:17]4[C:22](=[CH:23][CH:24]=3)[N:21]=[CH:20][CH:19]=[CH:18]4)=[N:11][C:10]=2[C:26]([NH2:28])=[O:27])=[O:7])=[CH:4][CH:3]=1.[CH3:31][N:32]1[CH2:37][CH2:36][NH:35][CH2:34][CH2:33]1. The catalyst is CN1C(=O)CCC1. The product is [CH3:25][N:14]([C:15]1[CH:16]=[C:17]2[C:22](=[CH:23][CH:24]=1)[N:21]=[CH:20][CH:19]=[CH:18]2)[C:12]1[S:13][C:9]([NH:8][C:6](=[O:7])[C:5]2[CH:29]=[CH:30][C:2]([N:35]3[CH2:36][CH2:37][N:32]([CH3:31])[CH2:33][CH2:34]3)=[CH:3][CH:4]=2)=[C:10]([C:26]([NH2:28])=[O:27])[N:11]=1. The yield is 0.540. (4) The yield is 0.920. The reactants are [C:1]([C:3]1[CH:4]=[CH:5][C:6]([F:12])=[C:7](B(O)O)[CH:8]=1)#[N:2].Br[C:14]1[CH:15]=[C:16]([CH2:20][N:21]2[CH2:26][CH2:25][N:24]([C:27]([O:29][CH2:30][C:31]3[CH:36]=[CH:35][CH:34]=[CH:33][CH:32]=3)=[O:28])[C@@H:23]([CH3:37])[CH2:22]2)[CH:17]=[CH:18][CH:19]=1.C([O-])([O-])=O.[K+].[K+]. The catalyst is O1CCOCC1.O.CCOC(C)=O.C1C=CC([P]([Pd]([P](C2C=CC=CC=2)(C2C=CC=CC=2)C2C=CC=CC=2)([P](C2C=CC=CC=2)(C2C=CC=CC=2)C2C=CC=CC=2)[P](C2C=CC=CC=2)(C2C=CC=CC=2)C2C=CC=CC=2)(C2C=CC=CC=2)C2C=CC=CC=2)=CC=1. The product is [C:1]([C:3]1[CH:4]=[CH:5][C:6]([F:12])=[C:7]([C:18]2[CH:19]=[CH:14][CH:15]=[C:16]([CH2:20][N:21]3[CH2:26][CH2:25][N:24]([C:27]([O:29][CH2:30][C:31]4[CH:36]=[CH:35][CH:34]=[CH:33][CH:32]=4)=[O:28])[C@@H:23]([CH3:37])[CH2:22]3)[CH:17]=2)[CH:8]=1)#[N:2]. (5) The product is [Cl:36][C:31]1[CH:32]=[CH:33][CH:34]=[CH:35][C:30]=1[C:28](=[O:29])[CH2:27][CH2:24][C:23]([C:20]1[CH:19]=[CH:18][C:17]([O:16][CH2:13][CH2:14][CH3:15])=[CH:22][CH:21]=1)=[O:25]. The yield is 0.370. The catalyst is C1C=CC=CC=1.[Cl-].[Cl-].[Zn+2]. The reactants are C(N(CC)CC)C.C(O)(C)(C)C.[CH2:13]([O:16][C:17]1[CH:22]=[CH:21][C:20]([C:23](=[O:25])[CH3:24])=[CH:19][CH:18]=1)[CH2:14][CH3:15].Br[CH2:27][C:28]([C:30]1[CH:35]=[CH:34][CH:33]=[CH:32][C:31]=1[Cl:36])=[O:29]. (6) The reactants are CCN(C(C)C)C(C)C.[F:10][C:11]1[CH:16]=[CH:15][C:14]([C:17]2[O:18][C:19]3[CH:29]=[CH:28][C:27]([C:30]4[CH:31]=[C:32]([CH:36]=[CH:37][CH:38]=4)[C:33](O)=[O:34])=[CH:26][C:20]=3[C:21]=2[C:22](=[O:25])[NH:23][CH3:24])=[CH:13][CH:12]=1.CN(C(ON1N=NC2C=CC=NC1=2)=[N+](C)C)C.F[P-](F)(F)(F)(F)F.[C:63]([NH2:67])([CH3:66])([CH3:65])[CH3:64]. The catalyst is CN(C=O)C.CC#N. The product is [C:63]([NH:67][C:33]([C:32]1[CH:31]=[C:30]([C:27]2[CH:28]=[CH:29][C:19]3[O:18][C:17]([C:14]4[CH:15]=[CH:16][C:11]([F:10])=[CH:12][CH:13]=4)=[C:21]([C:22]([NH:23][CH3:24])=[O:25])[C:20]=3[CH:26]=2)[CH:38]=[CH:37][CH:36]=1)=[O:34])([CH3:66])([CH3:65])[CH3:64]. The yield is 0.690.